From a dataset of Reaction yield outcomes from USPTO patents with 853,638 reactions. Predict the reaction yield, written as a fraction of the theoretical maximum amount of product (1.0 means a 100% yield; for example, 0.34 means a 34% yield). (1) The catalyst is O1CCCC1.CCCCC. The yield is 0.880. The reactants are N([C:8]([O:10][CH2:11][CH3:12])=O)=N[C:8]([O:10][CH2:11][CH3:12])=O.[CH:13]1([OH:17])[CH2:16][CH2:15][CH2:14]1.[N+:18]([C:21]1[CH:29]=[CH:28][C:24]([C:25]([OH:27])=O)=[CH:23][CH:22]=1)([O-:20])=[O:19].[C:30]1(P([C:30]2[CH:35]=[CH:34]C=[CH:32][CH:31]=2)[C:30]2[CH:35]=[CH:34]C=[CH:32][CH:31]=2)[CH:35]=[CH:34]C=[CH:32][CH:31]=1. The product is [N+:18]([C:21]1[CH:22]=[CH:23][C:24]([C:25]([O:17][C@H:13]2[CH2:16][C@H:15]([CH2:8][O:10][CH2:11][C:12]3[CH:34]=[CH:35][CH:30]=[CH:31][CH:32]=3)[CH2:14]2)=[O:27])=[CH:28][CH:29]=1)([O-:20])=[O:19]. (2) The reactants are [F:1][C:2]1([F:32])[CH2:7][CH2:6][N:5]([C:8]([C:10]2[NH:11][C:12]3[C:17]([CH:18]=2)=[CH:16][C:15]([C:19]([N:21]2[CH2:25][CH2:24][CH2:23][C@H:22]2[CH2:26][N:27]2[CH2:31][CH2:30][CH2:29][CH2:28]2)=[O:20])=[CH:14][CH:13]=3)=[O:9])[CH2:4][CH2:3]1.[H-].[Na+].Br[CH2:36][CH2:37][O:38][Si:39]([C:42]([CH3:45])([CH3:44])[CH3:43])([CH3:41])[CH3:40]. The catalyst is CN(C)C=O. The product is [C:42]([Si:39]([CH3:41])([CH3:40])[O:38][CH2:37][CH2:36][N:11]1[C:12]2[C:17](=[CH:16][C:15]([C:19]([N:21]3[CH2:25][CH2:24][CH2:23][C@H:22]3[CH2:26][N:27]3[CH2:31][CH2:30][CH2:29][CH2:28]3)=[O:20])=[CH:14][CH:13]=2)[CH:18]=[C:10]1[C:8]([N:5]1[CH2:6][CH2:7][C:2]([F:1])([F:32])[CH2:3][CH2:4]1)=[O:9])([CH3:45])([CH3:44])[CH3:43]. The yield is 0.440. (3) The reactants are [CH3:1][O:2][C:3]1[CH:4]=[CH:5][CH:6]=[C:7]2[C:12]=1[N:11]=[C:10]([C:13]1[CH:18]=[CH:17][CH:16]=[CH:15][C:14]=1[C:19]([F:22])([F:21])[F:20])[NH:9][C:8]2=O.Cl.C(N(CC)CC)C.O=P(Cl)(Cl)[Cl:34]. No catalyst specified. The product is [Cl:34][C:8]1[C:7]2[C:12](=[C:3]([O:2][CH3:1])[CH:4]=[CH:5][CH:6]=2)[N:11]=[C:10]([C:13]2[CH:18]=[CH:17][CH:16]=[CH:15][C:14]=2[C:19]([F:22])([F:21])[F:20])[N:9]=1. The yield is 0.890. (4) The reactants are [CH3:1][N:2]([CH3:12])[CH2:3][CH2:4][CH2:5][NH:6][C:7](=[O:11])[C:8]([CH3:10])=[CH2:9].[CH2:13]1[S:18](=[O:20])(=[O:19])[O:17][CH2:16][CH2:15][CH2:14]1.CC(C)=O.CO. The yield is 0.850. The catalyst is C(#N)C. The product is [S:18]([CH2:13][CH2:14][CH2:15][CH2:16][N+:2]([CH2:3][CH2:4][CH2:5][NH:6][C:7](=[O:11])[C:8]([CH3:10])=[CH2:9])([CH3:12])[CH3:1])([O-:17])(=[O:20])=[O:19].